From a dataset of Reaction yield outcomes from USPTO patents with 853,638 reactions. Predict the reaction yield, written as a fraction of the theoretical maximum amount of product (1.0 means a 100% yield; for example, 0.34 means a 34% yield). (1) The reactants are [NH2:1][C:2]1[C:3]([Cl:23])=[C:4]2[C:8](=[CH:9][C:10]=1[N+:11]([O-])=O)[C:7](=[O:14])[N:6]([CH:15]1[CH2:20][CH2:19][N:18]([CH3:21])[CH2:17][CH2:16]1)[C:5]2=[O:22].CC(O)C.Cl.CO. The catalyst is O1CCOCC1.[Pd]. The product is [NH2:1][C:2]1[C:3]([Cl:23])=[C:4]2[C:8](=[CH:9][C:10]=1[NH2:11])[C:7](=[O:14])[N:6]([CH:15]1[CH2:16][CH2:17][N:18]([CH3:21])[CH2:19][CH2:20]1)[C:5]2=[O:22]. The yield is 0.0600. (2) The reactants are [N+:1]([C:4]1[S:8][C:7]([C:9]([OH:11])=O)=[CH:6][CH:5]=1)([O-:3])=[O:2].O=S(Cl)Cl.[NH2:16][C:17]1[CH:22]=[CH:21][N:20]=[CH:19][C:18]=1[OH:23].C([O-])([O-])=O.[Na+].[Na+]. The catalyst is N1C=CC=CC=1.O.CC(O)=O. The product is [OH:23][C:18]1[CH:19]=[N:20][CH:21]=[CH:22][C:17]=1[NH:16][C:9]([C:7]1[S:8][C:4]([N+:1]([O-:3])=[O:2])=[CH:5][CH:6]=1)=[O:11]. The yield is 0.780. (3) The reactants are [N:1]1[C:10]2[C:5](=[CH:6][CH:7]=[CH:8][C:9]=2[S:11]([NH:14][C:15]2[CH:25]=[CH:24][C:18]([C:19]([O:21]CC)=[O:20])=[CH:17][CH:16]=2)(=[O:13])=[O:12])[CH:4]=[CH:3][CH:2]=1.[Li+].[OH-]. The catalyst is C1COCC1.O. The product is [N:1]1[C:10]2[C:5](=[CH:6][CH:7]=[CH:8][C:9]=2[S:11]([NH:14][C:15]2[CH:25]=[CH:24][C:18]([C:19]([OH:21])=[O:20])=[CH:17][CH:16]=2)(=[O:13])=[O:12])[CH:4]=[CH:3][CH:2]=1. The yield is 0.958.